From a dataset of Full USPTO retrosynthesis dataset with 1.9M reactions from patents (1976-2016). Predict the reactants needed to synthesize the given product. (1) Given the product [Cl:1][C:2]1[N:7]=[CH:6][C:5]([C:8]([NH:11][C:12]2[CH:13]=[C:14]([NH:19][C:20](=[O:34])[C:21]3[CH:26]=[C:25]([N:27]4[CH2:32][CH2:31][O:30][CH2:29][CH2:28]4)[CH:24]=[C:23]([F:33])[CH:22]=3)[CH:15]=[CH:16][C:17]=2[Cl:18])=[O:9])=[CH:4][CH:3]=1, predict the reactants needed to synthesize it. The reactants are: [Cl:1][C:2]1[N:7]=[CH:6][C:5]([C:8](Cl)=[O:9])=[CH:4][CH:3]=1.[NH2:11][C:12]1[CH:13]=[C:14]([NH:19][C:20](=[O:34])[C:21]2[CH:26]=[C:25]([N:27]3[CH2:32][CH2:31][O:30][CH2:29][CH2:28]3)[CH:24]=[C:23]([F:33])[CH:22]=2)[CH:15]=[CH:16][C:17]=1[Cl:18]. (2) Given the product [C:1]([O:4][C@H:5]1[CH2:9][C@H:8]([N:10]2[C:14]3[N:15]=[CH:16][N:17]=[C:18]([NH:19][C:20](=[O:22])[CH3:21])[C:13]=3[CH:12]=[CH:11]2)[CH2:7][C@H:6]1[CH2:23][OH:24])(=[O:3])[CH3:2], predict the reactants needed to synthesize it. The reactants are: [C:1]([O:4][C@H:5]1[CH2:9][C@H:8]([N:10]2[C:14]3[N:15]=[CH:16][N:17]=[C:18]([NH:19][C:20](=[O:22])[CH3:21])[C:13]=3[CH:12]=[CH:11]2)[CH2:7][C@H:6]1[CH2:23][O:24][Si](C(C)(C)C)(C)C)(=[O:3])[CH3:2]. (3) Given the product [CH2:11]([O:10][C:9]1[C:8]2[C:7](=[CH:22][CH:21]=[CH:28][CH:27]=2)[C:4]([CH:5]=[O:6])=[CH:3][CH:2]=1)[CH2:12][CH2:13][CH2:14][CH2:15][CH2:16][CH2:17][CH3:18], predict the reactants needed to synthesize it. The reactants are: Br[C:2]1[CH:3]=[C:4]([CH:7]=[C:8](Br)[C:9]=1[O:10][CH2:11][CH2:12][CH2:13][CH2:14][CH2:15][CH2:16][CH2:17][CH3:18])[CH:5]=[O:6].O[C:21]1[CH:22]=C(C=[CH:27][CH:28]=1)C=O. (4) Given the product [CH3:1][S:2]([NH:6][CH:7]1[C:13]2[CH:14]=[CH:15][CH:16]=[CH:17][C:12]=2[O:11][CH2:10][CH2:9][CH2:8]1)(=[O:4])=[O:3], predict the reactants needed to synthesize it. The reactants are: [CH3:1][S:2](Cl)(=[O:4])=[O:3].[NH2:6][CH:7]1[C:13]2[CH:14]=[CH:15][CH:16]=[CH:17][C:12]=2[O:11][CH2:10][CH2:9][CH2:8]1.C(N(CC)CC)C.O. (5) Given the product [C:1]([C:3]1[C:4]([N:16]2[CH2:19][CH:18]([C:20](=[O:21])[NH:34][S:31]([CH2:30][C:26]3[CH:27]=[CH:28][CH:29]=[C:24]([F:23])[CH:25]=3)(=[O:33])=[O:32])[CH2:17]2)=[N:5][C:6]([O:14][CH3:15])=[C:7]([CH:8]=1)[C:9]([O:11][CH2:12][CH3:13])=[O:10])#[N:2], predict the reactants needed to synthesize it. The reactants are: [C:1]([C:3]1[C:4]([N:16]2[CH2:19][CH:18]([C:20](O)=[O:21])[CH2:17]2)=[N:5][C:6]([O:14][CH3:15])=[C:7]([C:9]([O:11][CH2:12][CH3:13])=[O:10])[CH:8]=1)#[N:2].[F:23][C:24]1[CH:25]=[C:26]([CH2:30][S:31]([NH2:34])(=[O:33])=[O:32])[CH:27]=[CH:28][CH:29]=1. (6) Given the product [CH2:6]([O:13][C:14]1[CH:19]=[C:18]([O:20][CH2:21][C:22]2[CH:27]=[CH:26][CH:25]=[CH:24][CH:23]=2)[C:17]([CH:28]([CH3:30])[CH3:29])=[CH:16][C:15]=1[C:31]1[O:35][N:34]=[C:33]([C:36]([NH:38][CH2:39][CH3:40])=[O:37])[C:32]=1[C:47]1[S:48][C:44]([CH:42]=[O:43])=[CH:45][CH:46]=1)[C:7]1[CH:12]=[CH:11][CH:10]=[CH:9][CH:8]=1, predict the reactants needed to synthesize it. The reactants are: C([O-])(O)=O.[Na+].[CH2:6]([O:13][C:14]1[CH:19]=[C:18]([O:20][CH2:21][C:22]2[CH:27]=[CH:26][CH:25]=[CH:24][CH:23]=2)[C:17]([CH:28]([CH3:30])[CH3:29])=[CH:16][C:15]=1[C:31]1[O:35][N:34]=[C:33]([C:36]([NH:38][CH2:39][CH3:40])=[O:37])[C:32]=1I)[C:7]1[CH:12]=[CH:11][CH:10]=[CH:9][CH:8]=1.[CH:42]([C:44]1[S:48][C:47](B(O)O)=[CH:46][CH:45]=1)=[O:43].O. (7) Given the product [CH:14]1([NH:17][CH2:8][CH2:7][O:6][C:5]2[CH:11]=[CH:12][CH:13]=[C:3]([O:2][CH3:1])[CH:4]=2)[CH2:16][CH2:15]1, predict the reactants needed to synthesize it. The reactants are: [CH3:1][O:2][C:3]1[CH:4]=[C:5]([CH:11]=[CH:12][CH:13]=1)[O:6][CH2:7][C:8](O)=O.[CH:14]1([NH2:17])[CH2:16][CH2:15]1. (8) Given the product [O:20]1[CH:24]=[CH:23][CH:22]=[C:21]1[CH2:25][NH:26][C:11]1[CH:10]=[C:9]([NH:19][C:16]2[CH:15]=[C:14]([CH3:13])[NH:18][N:17]=2)[N:12]=[C:11]([CH:10]=[CH:9][C:6]2[CH:5]=[CH:4][CH:3]=[CH:8][CH:7]=2)[N:12]=1, predict the reactants needed to synthesize it. The reactants are: CO[C:3]1[CH:8]=[CH:7][C:6]([CH:9]=[CH:10][C:11]#[N:12])=[CH:5][CH:4]=1.[CH3:13][C:14]1[NH:18][N:17]=[C:16]([NH2:19])[CH:15]=1.[O:20]1[CH:24]=[CH:23][CH:22]=[C:21]1[CH2:25][NH2:26].